This data is from Reaction yield outcomes from USPTO patents with 853,638 reactions. The task is: Predict the reaction yield, written as a fraction of the theoretical maximum amount of product (1.0 means a 100% yield; for example, 0.34 means a 34% yield). (1) The reactants are [NH2:1][C:2]1[C:11]2[C:6](=[C:7](Br)[CH:8]=[CH:9][CH:10]=2)[N:5]=[N:4][C:3]=1[C:13]([NH:15][CH2:16][CH2:17][CH3:18])=[O:14].[CH3:19][O:20][C:21]1[CH:26]=[CH:25][C:24](B(O)O)=[CH:23][C:22]=1[CH3:30]. No catalyst specified. The product is [NH2:1][C:2]1[C:11]2[C:6](=[C:7]([C:24]3[CH:25]=[CH:26][C:21]([O:20][CH3:19])=[C:22]([CH3:30])[CH:23]=3)[CH:8]=[CH:9][CH:10]=2)[N:5]=[N:4][C:3]=1[C:13]([NH:15][CH2:16][CH2:17][CH3:18])=[O:14]. The yield is 0.750. (2) The reactants are [Cl:1][C:2]1[N:7]=[C:6]([C:8]2[S:12][C:11]([CH:13]([CH3:15])[CH3:14])=[N:10][C:9]=2[C:16]2[CH:17]=[C:18]([NH:22][S:23]([C:26]3[C:31](F)=[CH:30][CH:29]=[CH:28][C:27]=3F)(=[O:25])=[O:24])[CH:19]=[CH:20][CH:21]=2)[CH:5]=[CH:4][N:3]=1.ClC1N=C(C2SC(C(C)C)=NC=2C2C=C(C=CC=2)N)C=CN=1.[F:56]C1C=C(S(Cl)(=O)=O)C=CC=1. No catalyst specified. The product is [Cl:1][C:2]1[N:7]=[C:6]([C:8]2[S:12][C:11]([CH:13]([CH3:14])[CH3:15])=[N:10][C:9]=2[C:16]2[CH:17]=[C:18]([NH:22][S:23]([C:26]3[CH:31]=[CH:30][CH:29]=[C:28]([F:56])[CH:27]=3)(=[O:24])=[O:25])[CH:19]=[CH:20][CH:21]=2)[CH:5]=[CH:4][N:3]=1. The yield is 1.00. (3) The reactants are [Br:1][C:2]1[C:10]2[O:9][CH2:8][C@H:7]([N:11](C(=O)C(F)(F)F)[C:12]3[CH:25]=[CH:24][C:15]4[C@H:16]([CH2:19][C:20]([O:22]C)=[O:21])[CH2:17][O:18][C:14]=4[CH:13]=3)[C:6]=2[CH:5]=[CH:4][CH:3]=1.[OH-].[Na+].Cl. The catalyst is O1CCCC1.CO.O. The product is [Br:1][C:2]1[C:10]2[O:9][CH2:8][C@H:7]([NH:11][C:12]3[CH:25]=[CH:24][C:15]4[C@H:16]([CH2:19][C:20]([OH:22])=[O:21])[CH2:17][O:18][C:14]=4[CH:13]=3)[C:6]=2[CH:5]=[CH:4][CH:3]=1. The yield is 1.00. (4) The reactants are [NH2:1][C:2]1[NH:6][N:5]=[N:4][N:3]=1.C(N(CC)CC)C.[C:14]1([CH:24]=O)[C:23]2[C:18](=[CH:19][CH:20]=[CH:21][CH:22]=2)[CH:17]=[CH:16][CH:15]=1.[C:26]([O:32][CH2:33][CH3:34])(=[O:31])[CH2:27][C:28]([CH3:30])=O. The catalyst is C(O)C. The product is [CH3:30][C:28]1[NH:1][C:2]2[N:3]([N:4]=[N:5][N:6]=2)[CH:24]([C:14]2[C:23]3[C:18](=[CH:19][CH:20]=[CH:21][CH:22]=3)[CH:17]=[CH:16][CH:15]=2)[C:27]=1[C:26]([O:32][CH2:33][CH3:34])=[O:31]. The yield is 0.560. (5) The reactants are [OH-].[Na+].[CH3:3][C:4]1([CH3:11])[NH:8][C:7](=[O:9])[CH2:6][C:5]1=[O:10].Br[C:13]1[CH:14]=[C:15]([CH3:19])[CH:16]=[CH:17][CH:18]=1.C1(P(C2C=CC=CC=2)C2C=CC=CC=2)C=CC=CC=1.Cl. The catalyst is Cl[Pd]Cl.C(Cl)Cl.CN1CCCC1=O.O. The product is [CH3:3][C:4]1([CH3:11])[NH:8][C:7](=[O:9])[CH:6]([C:13]2[CH:18]=[CH:17][CH:16]=[C:15]([CH3:19])[CH:14]=2)[C:5]1=[O:10]. The yield is 0.840. (6) The reactants are [CH:1]12[CH2:11][CH:8]([CH:9]=[CH:10]1)[CH:7]1[CH:2]2[C:3](=[O:13])[CH:4]=[CH:5][C:6]1=[O:12].C([O-])(O)=[O:15].[Na+].OO.O. The catalyst is CC(C)=O. The yield is 0.984. The product is [O:15]1[CH:4]2[CH:5]1[C:6](=[O:12])[CH:7]1[CH:2]([C:3]2=[O:13])[CH:1]2[CH2:11][CH:8]1[CH:9]=[CH:10]2. (7) The reactants are [Cl:1][C:2]1[C:10]([F:11])=[C:9]2[C:5]([C:6]([S:23][C:24]3[C:25]([F:35])=[C:26]([CH:32]=[CH:33][CH:34]=3)[C:27]([O:29][CH2:30][CH3:31])=[O:28])=[C:7]([CH:20]3[CH2:22][CH2:21]3)[N:8]2[C:12]2[CH:13]=[N:14][N:15]([CH2:17][CH2:18][OH:19])[CH:16]=2)=[CH:4][CH:3]=1.[NH3:36].C1[CH2:41][O:40]CC1. No catalyst specified. The product is [C:41]([O:19][CH2:18][CH2:17][N:15]1[CH:16]=[C:12]([N:8]2[C:9]3[C:5](=[CH:4][CH:3]=[C:2]([Cl:1])[C:10]=3[F:11])[C:6]([S:23][C:24]3[C:25]([F:35])=[C:26]([CH:32]=[CH:33][CH:34]=3)[C:27]([O:29][CH2:30][CH3:31])=[O:28])=[C:7]2[CH:20]2[CH2:22][CH2:21]2)[CH:13]=[N:14]1)(=[O:40])[NH2:36]. The yield is 0.350. (8) The reactants are [Li]CCCC.[CH:6]([C@H:9]1[CH2:13][O:12][C:11](=[O:14])[NH:10]1)([CH3:8])[CH3:7].[C:15]1([CH2:21][CH2:22][C:23](Cl)=[O:24])[CH:20]=[CH:19][CH:18]=[CH:17][CH:16]=1. The catalyst is C1COCC1. The product is [CH:6]([C@H:9]1[CH2:13][O:12][C:11](=[O:14])[N:10]1[C:23](=[O:24])[CH2:22][CH2:21][C:15]1[CH:20]=[CH:19][CH:18]=[CH:17][CH:16]=1)([CH3:8])[CH3:7]. The yield is 0.900.